From a dataset of Reaction yield outcomes from USPTO patents with 853,638 reactions. Predict the reaction yield, written as a fraction of the theoretical maximum amount of product (1.0 means a 100% yield; for example, 0.34 means a 34% yield). (1) The catalyst is CCO.O. The reactants are C[O:2][C:3]([C:5]1[CH:6]=[C:7]([CH:11]2[CH2:15][CH2:14][N:13]([C:16]([O:18][C:19]([CH3:22])([CH3:21])[CH3:20])=[O:17])[CH2:12]2)[CH:8]=[CH:9][CH:10]=1)=[O:4].[OH-].[Na+]. The product is [C:19]([O:18][C:16]([N:13]1[CH2:14][CH2:15][CH:11]([C:7]2[CH:6]=[C:5]([CH:10]=[CH:9][CH:8]=2)[C:3]([OH:4])=[O:2])[CH2:12]1)=[O:17])([CH3:22])([CH3:20])[CH3:21]. The yield is 0.980. (2) The reactants are C([O:9][CH2:10][C:11]1[CH:16]=[C:15]([O:17][CH2:18][CH2:19][CH2:20]Br)[C:14]([O:22][CH2:23][CH2:24][CH2:25]Br)=[C:13]([O:27][CH2:28][CH2:29][CH2:30]Br)[CH:12]=1)(=O)C1C=CC=CC=1.[BH4-].[Na+].[CH2:42]([Te:41][Te:41][CH2:42][CH2:43][CH2:44][CH2:45][CH2:46][CH3:47])[CH2:43][CH2:44][CH2:45][CH2:46][CH3:47]. The catalyst is C1COCC1. The product is [CH2:42]([Te:41][CH2:20][CH2:19][CH2:18][O:17][C:15]1[CH:16]=[C:11]([CH:12]=[C:13]([O:27][CH2:28][CH2:29][CH2:30][Te:41][CH2:42][CH2:43][CH2:44][CH2:45][CH2:46][CH3:47])[C:14]=1[O:22][CH2:23][CH2:24][CH2:25][Te:41][CH2:42][CH2:43][CH2:44][CH2:45][CH2:46][CH3:47])[CH2:10][OH:9])[CH2:43][CH2:44][CH2:45][CH2:46][CH3:47]. The yield is 0.560. (3) The reactants are [CH3:1][O:2][C:3](=[O:15])[C:4]1[CH:9]=[CH:8][C:7]([CH:10]=[CH2:11])=[CH:6][C:5]=1[N+:12]([O-])=O. The catalyst is CO.[Pd]. The product is [CH3:1][O:2][C:3](=[O:15])[C:4]1[CH:9]=[CH:8][C:7]([CH2:10][CH3:11])=[CH:6][C:5]=1[NH2:12]. The yield is 0.960. (4) The reactants are [I:1][C:2]1[CH:10]=[CH:9][C:5]([C:6]([OH:8])=[O:7])=[CH:4][C:3]=1[N+:11]([O-:13])=[O:12].[C:14](OC)(OC)(OC)C. No catalyst specified. The product is [CH3:14][O:7][C:6](=[O:8])[C:5]1[CH:9]=[CH:10][C:2]([I:1])=[C:3]([N+:11]([O-:13])=[O:12])[CH:4]=1. The yield is 0.990. (5) The reactants are [CH2:1]([O:3][C:4]1[CH:5]=[C:6]([C:14](=O)[CH2:15][C:16](=O)[C:17]([F:20])([F:19])[F:18])[CH:7]=[CH:8][C:9]=1[C:10]([F:13])([F:12])[F:11])[CH3:2].[NH2:23][C:24]1[C:28]([C:29]2[CH:34]=[C:33]([CH3:35])[N:32]=[C:31]([CH3:36])[CH:30]=2)=[CH:27][NH:26][N:25]=1. No catalyst specified. The product is [CH3:35][C:33]1[CH:34]=[C:29]([C:28]2[CH:27]=[N:26][N:25]3[C:16]([C:17]([F:20])([F:19])[F:18])=[CH:15][C:14]([C:6]4[CH:7]=[CH:8][C:9]([C:10]([F:13])([F:12])[F:11])=[C:4]([O:3][CH2:1][CH3:2])[CH:5]=4)=[N:23][C:24]=23)[CH:30]=[C:31]([CH3:36])[N:32]=1. The yield is 0.500. (6) The product is [CH2:1]([N:3]([CH2:37][CH3:38])[CH2:4][CH2:5][CH2:6][NH:7][C:8]1[N:9]=[C:10]([C:27]2[CH:28]=[C:29]([CH:33]=[CH:34][C:35]=2[CH3:36])[C:30]([NH:74][CH2:73][C:72]([NH:71][CH3:70])=[O:75])=[O:32])[C:11]2[CH:17]=[CH:16][C:15](=[O:18])[N:14]([C:19]3[C:24]([F:25])=[CH:23][CH:22]=[CH:21][C:20]=3[F:26])[C:12]=2[N:13]=1)[CH3:2]. The yield is 0.300. The reactants are [CH2:1]([N:3]([CH2:37][CH3:38])[CH2:4][CH2:5][CH2:6][NH:7][C:8]1[N:9]=[C:10]([C:27]2[CH:28]=[C:29]([CH:33]=[CH:34][C:35]=2[CH3:36])[C:30]([OH:32])=O)[C:11]2[CH:17]=[CH:16][C:15](=[O:18])[N:14]([C:19]3[C:24]([F:25])=[CH:23][CH:22]=[CH:21][C:20]=3[F:26])[C:12]=2[N:13]=1)[CH3:2].CN(C(ON1N=NC2C=CC=CC1=2)=[N+](C)C)C.F[P-](F)(F)(F)(F)F.C(N(CC)CC)C.[CH3:70][NH:71][C:72](=[O:75])[CH2:73][NH2:74]. The catalyst is CN(C=O)C.